Dataset: NCI-60 drug combinations with 297,098 pairs across 59 cell lines. Task: Regression. Given two drug SMILES strings and cell line genomic features, predict the synergy score measuring deviation from expected non-interaction effect. (1) Drug 1: C1=C(C(=O)NC(=O)N1)F. Drug 2: C1CNP(=O)(OC1)N(CCCl)CCCl. Cell line: SK-MEL-28. Synergy scores: CSS=26.4, Synergy_ZIP=3.52, Synergy_Bliss=2.42, Synergy_Loewe=-5.77, Synergy_HSA=2.43. (2) Drug 1: CC12CCC3C(C1CCC2=O)CC(=C)C4=CC(=O)C=CC34C. Drug 2: CCCCCOC(=O)NC1=NC(=O)N(C=C1F)C2C(C(C(O2)C)O)O. Cell line: OVCAR-5. Synergy scores: CSS=32.9, Synergy_ZIP=-0.253, Synergy_Bliss=-0.221, Synergy_Loewe=0.786, Synergy_HSA=0.356.